Dataset: Catalyst prediction with 721,799 reactions and 888 catalyst types from USPTO. Task: Predict which catalyst facilitates the given reaction. (1) Reactant: C1(S(O)=O)C=CC=CC=1.[Na].C12(CS(O)(=O)=O)C(C)(C)C(CC1)CC2=O.C([NH:29][C:30]1[C:31]2[CH:61]=[CH:60][CH:59]=[CH:58][C:32]=2[C:33]2[CH:34]([CH2:56][Cl:57])[CH2:35][N:36]([C:39]([C:41]3[NH:42][C:43]4[C:48]([CH:49]=3)=[CH:47][C:46]([O:50][CH3:51])=[C:45]([O:52][CH3:53])[C:44]=4[O:54][CH3:55])=[O:40])[C:37]=2[CH:38]=1)C=C. Product: [Cl:57][CH2:56][CH:34]1[C:33]2[C:32]3[CH:58]=[CH:59][CH:60]=[CH:61][C:31]=3[C:30]([NH2:29])=[CH:38][C:37]=2[N:36]([C:39]([C:41]2[NH:42][C:43]3[C:48]([CH:49]=2)=[CH:47][C:46]([O:50][CH3:51])=[C:45]([O:52][CH3:53])[C:44]=3[O:54][CH3:55])=[O:40])[CH2:35]1. The catalyst class is: 668. (2) Reactant: [C:1]([N:4]1[CH2:9][CH2:8][N:7]([CH:10]([C:14]2[CH:19]=[CH:18][CH:17]=[CH:16][CH:15]=2)[C:11]([OH:13])=[O:12])[CH2:6][CH2:5]1)(=[O:3])[CH3:2].C1CCC(N=C=NC2CCCCC2)CC1.C1C=CC2N(O)N=NC=2C=1.[N:45]12[CH2:52][CH2:51][CH:48]([CH2:49][CH2:50]1)[C@@H:47](O)[CH2:46]2. Product: [C:1]([N:4]1[CH2:9][CH2:8][N:7]([CH:10]([C:14]2[CH:19]=[CH:18][CH:17]=[CH:16][CH:15]=2)[C:11]([O:13][C@@H:47]2[CH:48]3[CH2:51][CH2:52][N:45]([CH2:50][CH2:49]3)[CH2:46]2)=[O:12])[CH2:6][CH2:5]1)(=[O:3])[CH3:2]. The catalyst class is: 1. (3) Reactant: [Cl:1][C:2]1[C:24]([C:25]([F:28])([F:27])[F:26])=[CH:23][CH:22]=[CH:21][C:3]=1[C:4]([NH:6][CH:7]([C:14]1([NH:19][CH3:20])[CH2:18][CH2:17][CH2:16][CH2:15]1)[C:8]1[CH:13]=[CH:12][CH:11]=[CH:10][CH:9]=1)=[O:5].[Si:29]([O:36][CH2:37][CH:38]=O)([C:32]([CH3:35])([CH3:34])[CH3:33])([CH3:31])[CH3:30].C(O[BH-](OC(=O)C)OC(=O)C)(=O)C.[Na+]. Product: [Cl:1][C:2]1[C:24]([C:25]([F:26])([F:27])[F:28])=[CH:23][CH:22]=[CH:21][C:3]=1[C:4]([NH:6][CH:7]([C:14]1([N:19]([CH2:38][CH2:37][O:36][Si:29]([C:32]([CH3:35])([CH3:34])[CH3:33])([CH3:31])[CH3:30])[CH3:20])[CH2:18][CH2:17][CH2:16][CH2:15]1)[C:8]1[CH:9]=[CH:10][CH:11]=[CH:12][CH:13]=1)=[O:5]. The catalyst class is: 2.